This data is from Reaction yield outcomes from USPTO patents with 853,638 reactions. The task is: Predict the reaction yield, written as a fraction of the theoretical maximum amount of product (1.0 means a 100% yield; for example, 0.34 means a 34% yield). The reactants are [NH2:1][C:2]1[CH:9]=[CH:8][CH:7]=[C:6]([O:10][CH2:11][C:12]([NH2:15])([CH3:14])[CH3:13])[C:3]=1[C:4]#[N:5].C([O-])(O)=O.[Na+].[C:21](=O)([O:30]N1C(=O)CCC1=O)[O:22][CH2:23][C:24]1[CH:29]=[CH:28][CH:27]=[CH:26][CH:25]=1. The catalyst is C1COCC1.O. The product is [NH2:1][C:2]1[C:3]([C:4]#[N:5])=[C:6]([CH:7]=[CH:8][CH:9]=1)[O:10][CH2:11][C:12]([NH:15][C:21](=[O:30])[O:22][CH2:23][C:24]1[CH:29]=[CH:28][CH:27]=[CH:26][CH:25]=1)([CH3:13])[CH3:14]. The yield is 0.890.